This data is from Forward reaction prediction with 1.9M reactions from USPTO patents (1976-2016). The task is: Predict the product of the given reaction. (1) Given the reactants [C:1]([C:3]1[CH:4]=[CH:5][C:6]2[O:10][C:9]([C:11]([C:20]3[C:28]([O:29][CH3:30])=[CH:27][C:26]([CH3:31])=[C:25]4[C:21]=3[CH:22]=[CH:23][N:24]4C(OC(C)(C)C)=O)([NH:13]S(C(C)(C)C)=O)[CH3:12])=[N:8][C:7]=2[CH:39]=1)#[N:2].Cl, predict the reaction product. The product is: [NH2:13][C:11]([C:9]1[O:10][C:6]2[CH:5]=[CH:4][C:3]([C:1]#[N:2])=[CH:39][C:7]=2[N:8]=1)([C:20]1[C:28]([O:29][CH3:30])=[CH:27][C:26]([CH3:31])=[C:25]2[C:21]=1[CH:22]=[CH:23][NH:24]2)[CH3:12]. (2) Given the reactants [N:1]1([CH2:15][C:16]2[N:20]([CH2:21][CH2:22][CH2:23][C:24]#[N:25])[C:19]3[CH:26]=[CH:27][CH:28]=[CH:29][C:18]=3[N:17]=2)[C@H:14]2[C@@H:5]([CH2:6][CH2:7][C:8]3[C:13]2=[N:12][CH:11]=[CH:10][CH:9]=3)[CH2:4][CH2:3][CH2:2]1, predict the reaction product. The product is: [N:1]1([CH2:15][C:16]2[N:20]([CH2:21][CH2:22][CH2:23][CH2:24][NH2:25])[C:19]3[CH:26]=[CH:27][CH:28]=[CH:29][C:18]=3[N:17]=2)[C@H:14]2[C@@H:5]([CH2:6][CH2:7][C:8]3[C:13]2=[N:12][CH:11]=[CH:10][CH:9]=3)[CH2:4][CH2:3][CH2:2]1. (3) Given the reactants [C:1]([C@H:5]1[CH2:10][CH2:9][C@H:8]([O:11][C:12]2[CH:13]=[C:14]3[C:19](=[CH:20][CH:21]=2)[CH2:18][C@H:17]([C@@:22]2([CH3:28])[CH2:26][O:25]C(=O)[NH:23]2)[CH2:16][CH2:15]3)[CH2:7][CH2:6]1)([CH3:4])([CH3:3])[CH3:2].[OH-].[Li+].C(O)C.O, predict the reaction product. The product is: [NH2:23][C@:22]([C@@H:17]1[CH2:16][CH2:15][C:14]2[C:19](=[CH:20][CH:21]=[C:12]([O:11][C@H:8]3[CH2:7][CH2:6][C@H:5]([C:1]([CH3:4])([CH3:3])[CH3:2])[CH2:10][CH2:9]3)[CH:13]=2)[CH2:18]1)([CH3:28])[CH2:26][OH:25]. (4) Given the reactants [CH3:1][O:2][C:3]1[CH:8]=[C:7](Br)[C:6]([CH3:10])=[CH:5][C:4]=1[N+:11]([O-:13])=[O:12].[N:14]1[CH:19]=[CH:18][C:17](B(O)O)=[CH:16][CH:15]=1.C([O-])([O-])=O.[Na+].[Na+], predict the reaction product. The product is: [CH3:10][C:6]1[CH:5]=[C:4]([N+:11]([O-:13])=[O:12])[C:3]([O:2][CH3:1])=[CH:8][C:7]=1[C:17]1[CH:18]=[CH:19][N:14]=[CH:15][CH:16]=1. (5) Given the reactants [CH:1]1[C:10]2[C:5](=[CH:6][CH:7]=[CH:8][CH:9]=2)[CH:4]=[CH:3][C:2]=1[OH:11].[C:12]([O:16][CH2:17][CH3:18])(=[O:15])[CH:13]=[O:14].[C:19]1(C)C=CC=C[CH:20]=1, predict the reaction product. The product is: [CH2:19]([O:14][CH:13]([C:1]1[C:10]2[C:5](=[CH:6][CH:7]=[CH:8][CH:9]=2)[CH:4]=[CH:3][C:2]=1[OH:11])[C:12]([O:16][CH2:17][CH3:18])=[O:15])[CH3:20]. (6) The product is: [Cl:1][C:2]1[N:10]([CH2:11][CH:12]=[CH2:13])[C:9]2[C:8](=[O:14])[NH:7][C:6](=[O:15])[N:5]([CH2:23][CH2:24][CH:25]([CH3:27])[CH3:26])[C:4]=2[N:3]=1. Given the reactants [Cl:1][C:2]1[N:10]([CH2:11][CH:12]=[CH2:13])[C:9]2[C:8](=[O:14])[NH:7][C:6](=[O:15])[NH:5][C:4]=2[N:3]=1.C(=O)([O-])[O-].[Na+].[Na+].Br[CH2:23][CH2:24][CH:25]([CH3:27])[CH3:26], predict the reaction product. (7) The product is: [CH3:1][C:2]1([CH3:33])[CH2:11][C:10]2[C:5](=[CH:6][CH:7]=[C:8]([C:12]([OH:14])=[O:13])[CH:9]=2)[NH:4][CH:3]1[C:16]1[CH:21]=[CH:20][CH:19]=[C:18]([NH:22][C:23](=[O:32])[CH2:24][CH2:25][C:26]2[CH:27]=[CH:28][CH:29]=[CH:30][CH:31]=2)[CH:17]=1. Given the reactants [CH3:1][C:2]1([CH3:33])[CH2:11][C:10]2[C:5](=[CH:6][CH:7]=[C:8]([C:12]([O:14]C)=[O:13])[CH:9]=2)[NH:4][CH:3]1[C:16]1[CH:21]=[CH:20][CH:19]=[C:18]([NH:22][C:23](=[O:32])[CH2:24][CH2:25][C:26]2[CH:31]=[CH:30][CH:29]=[CH:28][CH:27]=2)[CH:17]=1.[OH-].[Na+], predict the reaction product.